Binary Classification. Given a miRNA mature sequence and a target amino acid sequence, predict their likelihood of interaction. From a dataset of Experimentally validated miRNA-target interactions with 360,000+ pairs, plus equal number of negative samples. (1) The miRNA is hsa-miR-6752-5p with sequence GGGGGGUGUGGAGCCAGGGGGC. The protein sequence of the target gene is MEALAMGSRALRLWLVAPGGGIKWRFIATSSASQLSPTELTEMRNDLFNKEKARQLSLTPRTEKIEVKHVGKTDPGTVFVMNKNISTPYSCAMHLSEWYCRKSILALVDGQPWDMYKPLTKSCEIKFLTFKDCDPGEVNKAYWRSCAMMMGCVIERAFKDEYMVNLVRAPEVPVISGAFCYDVVLDSKLDEWMPTKENLRSFTKDAHALIYKDLPFETLEVEAKVALEIFQHSKYKVDFIEEKASQNPERIVKLHRIGDFIDVSEGPLIPRTSICFQYEVSAVHNLQPTQPSLIRRFQGV.... Result: 0 (no interaction). (2) The miRNA is hsa-miR-4687-5p with sequence CAGCCCUCCUCCCGCACCCAAA. The protein sequence of the target gene is MWKLWRAEEGAAALGGALFLLLFALGVRQLLKQRRPMGFPPGPPGLPFIGNIYSLAASSELPHVYMRKQSQVYGEIFSLDLGGISTVVLNGYDVVKECLVHQSEIFADRPCLPLFMKMTKMGGLLNSRYGRGWVDHRRLAVNSFRYFGYGQKSFESKILEETKFFNDAIETYKGRPFDFKQLITNAVSNITNLIIFGERFTYEDTDFQHMIELFSENVELAASASVFLYNAFPWIGILPFGKHQQLFRNAAVVYDFLSRLIEKASVNRKPQLPQHFVDAYLDEMDQGKNDPSSTFSKENL.... Result: 0 (no interaction). (3) The miRNA is mmu-miR-467e-5p with sequence AUAAGUGUGAGCAUGUAUAUGU. The protein sequence of the target gene is MSPTISHKDSSRQRRSGMFSHALDMKSGPLPPGGWDDSRRDSVGGEGDREVLLGDAGPGDLPKAPRSYRSELSSILLLLFLYVLQGIPLGLAGSIPLILQSKNVSYTDQAFFSFVFWPFSLKLLWAPLVDAVYFKNFGRRKSWLVPTQYTLGIFMIYLSTQVDRLLGNIDGRTPDVVALTVTFFLFEFLAATQDIAVDGWALTMLSRENVGYASTCNSVGQTAGYFLGNVLFLALESADFCNKYLRFQPQPRGIVTLSDFLFFWGTVFLITTTLVALLKKENREASIVKEETQGITDTYK.... Result: 0 (no interaction). (4) The miRNA is hsa-miR-4802-3p with sequence UACAUGGAUGGAAACCUUCAAGC. The protein sequence of the target gene is MRSEALLLYFTLLHFAGAGFPEDSEPISISHGNYTKQYPVFVGHKPGRNTTQRHRLDIQMIMIMNGTLYIAARDHIYTVDIDTSHTEEIYCSKKLTWKSRQADVDTCRMKGKHKDECHNFIKVLLKKNDDALFVCGTNAFNPSCRNYKMDTLEPFGDEFSGMARCPYDAKHANVALFADGKLYSATVTDFLAIDAVIYRSLGESPTLRTVKHDSKWLKEPYFVQAVDYGDYIYFFFREIAVEYNTMGKVVFPRVAQVCKNDMGGSQRVLEKQWTSFLKARLNCSVPGDSHFYFNILQAVT.... Result: 0 (no interaction). (5) The miRNA is hsa-miR-3160-3p with sequence AGAGCUGAGACUAGAAAGCCCA. The protein sequence of the target gene is MYHSSSQKRHWTFASEEQLARLRADANRKFKCKAVANGKVLPNDPVFLEPHEELTLCKYYEKRLLEFCSVFKPAMPRSVVGTACMYFKRFYLNNSVMEYHPRIIMLTCAFLACKVDEFNVSSPQFVGNLRESPLGQERALEQILEYELLLIQQLNFHLIVHNPYRPFEGFLIDIKTRYPMLENPEILRKTADDFLSRIALTDAYLLYTPSQIALTAILSSASRAGITMESYLSESLMLKENRTCLSQLLDIMKSMRNLVKKYEPPRSDEVAVLKQKLERCHSSDLALNAVTKKRKGYEDD.... Result: 0 (no interaction). (6) The miRNA is hsa-miR-186-5p with sequence CAAAGAAUUCUCCUUUUGGGCU. The protein sequence of the target gene is MLASSSRIRAAWTRALLLPLLLAGPVGCLSRQELFPFGPGQGDLELEDGDDFVSPALELSGALRFYDRSDIDAVYVTTNGIIATSEPPAKESHPGLFPPTFGAVAPFLADLDTTDGLGKVYYREDLSPSITQRAAECVHRGFPEISFQPSSAVVVTWESVAPYQGPSRDPDQKGKRNTFQAVLASSDSSSYAIFLYPEDGLQFHTTFSKKENNQVPAVVAFSQGSVGFLWKSNGAYNIFANDRESVENLAKSSNSGQQGVWVFEIGSPATTNGVVPADVILGTEDGAEYDDEDEDYDLAT.... Result: 1 (interaction).